This data is from Full USPTO retrosynthesis dataset with 1.9M reactions from patents (1976-2016). The task is: Predict the reactants needed to synthesize the given product. (1) Given the product [C:8]([C:10]1[CH:11]=[N:12][C:13]2[C:18]([C:19]=1[NH:20][C:21]1[CH:26]=[CH:25][C:24]([C:37]#[C:36][CH2:35][CH:38]3[CH2:43][CH2:42][S:41](=[O:45])(=[O:44])[NH:40][CH2:39]3)=[C:23]3[O:28][CH2:29][O:30][C:22]=13)=[CH:17][C:16]([O:31][CH3:32])=[C:15]([O:33][CH3:34])[CH:14]=2)#[N:9], predict the reactants needed to synthesize it. The reactants are: C(NC(C)C)(C)C.[C:8]([C:10]1[CH:11]=[N:12][C:13]2[C:18]([C:19]=1[NH:20][C:21]1[CH:26]=[CH:25][C:24](I)=[C:23]3[O:28][CH2:29][O:30][C:22]=13)=[CH:17][C:16]([O:31][CH3:32])=[C:15]([O:33][CH3:34])[CH:14]=2)#[N:9].[CH2:35]([CH:38]1[CH2:43][CH2:42][S:41](=[O:45])(=[O:44])[NH:40][CH2:39]1)[C:36]#[CH:37]. (2) Given the product [CH3:7][S:8]([O:11][CH2:17][CH2:18][CH2:19][N:20]1[C:28]2[C:23](=[CH:24][CH:25]=[CH:26][CH:27]=2)[C:22]([C:29]2[C:30](=[O:54])[NH:31][C:32](=[O:53])[C:33]=2[C:34]2[C:42]3[C:37](=[CH:38][CH:39]=[CH:40][CH:41]=3)[N:36]([C:43]3[CH:52]=[CH:51][C:50]4[C:45](=[CH:46][CH:47]=[CH:48][CH:49]=4)[CH:44]=3)[CH:35]=2)=[N:21]1)(=[O:10])=[O:9], predict the reactants needed to synthesize it. The reactants are: N1C=CC=CC=1.[CH3:7][S:8]([O:11]S(C)(=O)=O)(=[O:10])=[O:9].O[CH2:17][CH2:18][CH2:19][N:20]1[C:28]2[C:23](=[CH:24][CH:25]=[CH:26][CH:27]=2)[C:22]([C:29]2[C:30](=[O:54])[NH:31][C:32](=[O:53])[C:33]=2[C:34]2[C:42]3[C:37](=[CH:38][CH:39]=[CH:40][CH:41]=3)[N:36]([C:43]3[CH:52]=[CH:51][C:50]4[C:45](=[CH:46][CH:47]=[CH:48][CH:49]=4)[CH:44]=3)[CH:35]=2)=[N:21]1.Cl. (3) Given the product [Cl:25][C:22]1[CH:23]=[CH:24][C:19]([CH2:18][N:7]2[C:8](=[O:17])[C:9]3[N:10]([CH3:16])[C:11]([CH2:14][CH3:15])=[N:12][C:13]=3[N:5]([CH2:4][CH2:3][CH2:2][N:33]3[CH2:37][CH2:36][CH2:35][CH2:34]3)[C:6]2=[O:26])=[CH:20][CH:21]=1, predict the reactants needed to synthesize it. The reactants are: Br[CH2:2][CH2:3][CH2:4][N:5]1[C:13]2[N:12]=[C:11]([CH2:14][CH3:15])[N:10]([CH3:16])[C:9]=2[C:8](=[O:17])[N:7]([CH2:18][C:19]2[CH:24]=[CH:23][C:22]([Cl:25])=[CH:21][CH:20]=2)[C:6]1=[O:26].C([O-])([O-])=O.[K+].[K+].[NH:33]1[CH2:37][CH2:36][CH2:35][CH2:34]1.O. (4) The reactants are: C([Li])CCC.Br[C:7]1[S:8][CH:9]=[CH:10][N:11]=1.C([Mg]Cl)(C)C.CON(C)[C:20](=[O:34])[C@@H:21]([NH:23][C:24](=[O:33])[O:25][CH2:26][C:27]1[CH:32]=[CH:31][CH:30]=[CH:29][CH:28]=1)[CH3:22].[Li]C1SC=CN=1.[NH4+].[Cl-]. Given the product [CH3:22][C@H:21]([NH:23][C:24](=[O:33])[O:25][CH2:26][C:27]1[CH:32]=[CH:31][CH:30]=[CH:29][CH:28]=1)[C:20](=[O:34])[C:7]1[S:8][CH:9]=[CH:10][N:11]=1, predict the reactants needed to synthesize it.